The task is: Predict the product of the given reaction.. This data is from Forward reaction prediction with 1.9M reactions from USPTO patents (1976-2016). (1) Given the reactants [CH2:1]([C:3]1[N:8]=[C:7]([NH2:9])[N:6]=[C:5]([NH2:10])[C:4]=1[C:11]1[CH:16]=[CH:15][C:14]([NH:17][CH2:18][C:19]2[CH:24]=[CH:23][C:22]([S:25]([CH3:28])(=[O:27])=[O:26])=[CH:21][CH:20]=2)=[CH:13][CH:12]=1)[CH3:2].C(O)(=O)C.[Cl:33]CCl.ClN1C(=O)CCC1=O, predict the reaction product. The product is: [Cl:33][C:13]1[CH:12]=[C:11]([C:4]2[C:5]([NH2:10])=[N:6][C:7]([NH2:9])=[N:8][C:3]=2[CH2:1][CH3:2])[CH:16]=[CH:15][C:14]=1[NH:17][CH2:18][C:19]1[CH:24]=[CH:23][C:22]([S:25]([CH3:28])(=[O:27])=[O:26])=[CH:21][CH:20]=1. (2) Given the reactants [Br:1][C:2]1[C:6]2[CH2:7][N:8]([C:11](OC(C)(C)C)=[O:12])[CH2:9][CH2:10][C:5]=2[N:4]([CH:18]([CH3:24])[C:19]([O:21][CH2:22][CH3:23])=[O:20])[N:3]=1.F[C:26](F)(F)C(O)=O.C(N(CC)CC)C.C(OC(=O)C)(=O)C, predict the reaction product. The product is: [C:11]([N:8]1[CH2:9][CH2:10][C:5]2[N:4]([CH:18]([CH3:24])[C:19]([O:21][CH2:22][CH3:23])=[O:20])[N:3]=[C:2]([Br:1])[C:6]=2[CH2:7]1)(=[O:12])[CH3:26]. (3) Given the reactants Cl[C:2]1[CH:7]=[C:6]([Cl:8])[N:5]=[CH:4][N:3]=1.[C:9]([O:13][C:14]([N:16]1[CH:20]=[CH:19][CH:18]=[C:17]1B(O)O)=[O:15])([CH3:12])([CH3:11])[CH3:10].C([O-])([O-])=O.[Na+].[Na+], predict the reaction product. The product is: [Cl:8][C:6]1[N:5]=[CH:4][N:3]=[C:2]([C:17]2[N:16]([C:14]([O:13][C:9]([CH3:12])([CH3:11])[CH3:10])=[O:15])[CH:20]=[CH:19][CH:18]=2)[CH:7]=1. (4) Given the reactants O.[OH-].[Li+].C[O:5][C:6](=[O:34])[C:7]1[CH:12]=[CH:11][CH:10]=[C:9]([CH2:13][NH:14][C:15]([C:17]2[C:18]([S:23][CH2:24][CH2:25][CH2:26][C:27]3[CH:32]=[CH:31][C:30]([F:33])=[CH:29][CH:28]=3)=[N:19][CH:20]=[CH:21][CH:22]=2)=[O:16])[CH:8]=1.CO.C1COCC1, predict the reaction product. The product is: [F:33][C:30]1[CH:31]=[CH:32][C:27]([CH2:26][CH2:25][CH2:24][S:23][C:18]2[C:17]([C:15]([NH:14][CH2:13][C:9]3[CH:8]=[C:7]([CH:12]=[CH:11][CH:10]=3)[C:6]([OH:34])=[O:5])=[O:16])=[CH:22][CH:21]=[CH:20][N:19]=2)=[CH:28][CH:29]=1. (5) The product is: [NH:13]1[C:8]2=[CH:9][N:10]=[CH:11][CH:12]=[C:7]2[CH:6]=[C:5]1[C:4]([O:3][CH3:2])=[O:17]. Given the reactants [K].[CH3:2][O:3][C:4](=[O:17])[C:5]([O-])=[CH:6][C:7]1[CH:12]=[CH:11][N:10]=[CH:9][C:8]=1[N+:13]([O-])=O, predict the reaction product. (6) Given the reactants Cl.[C:2]([C:4]1[CH:5]=[C:6]([C:10]2[N:11]=[C:12]([N:15]3[CH2:20][CH2:19][N:18](C(OC(C)(C)C)=O)[CH2:17][CH2:16]3)[S:13][CH:14]=2)[CH:7]=[CH:8][CH:9]=1)#[N:3], predict the reaction product. The product is: [N:15]1([C:12]2[S:13][CH:14]=[C:10]([C:6]3[CH:5]=[C:4]([CH:9]=[CH:8][CH:7]=3)[C:2]#[N:3])[N:11]=2)[CH2:20][CH2:19][NH:18][CH2:17][CH2:16]1. (7) Given the reactants [NH2:1][C:2]1[CH:10]=[CH:9][C:5]([C:6]([OH:8])=[O:7])=[C:4]([F:11])[CH:3]=1.Cl[C:13](Cl)(Cl)[C:14]([CH3:17])(O)[CH3:15].[OH-:20].[Na+].CC(C)=[O:24], predict the reaction product. The product is: [C:13]([C:14]([NH:1][C:2]1[CH:10]=[CH:9][C:5]([C:6]([OH:8])=[O:7])=[C:4]([F:11])[CH:3]=1)([CH3:17])[CH3:15])([OH:24])=[O:20]. (8) Given the reactants [C:1]([NH:4][C:5]1[C:22]([N+:23]([O-])=O)=[CH:21][C:8]([O:9][CH2:10][C:11]2[CH:20]=[CH:19][CH:18]=[CH:17][C:12]=2[C:13]([O:15][CH3:16])=[O:14])=[CH:7][C:6]=1[CH3:26])(=O)[CH3:2].O1CCCC1.CO, predict the reaction product. The product is: [CH3:2][C:1]1[NH:23][C:22]2[CH:21]=[C:8]([O:9][CH2:10][C:11]3[CH:20]=[CH:19][CH:18]=[CH:17][C:12]=3[C:13]([O:15][CH3:16])=[O:14])[CH:7]=[C:6]([CH3:26])[C:5]=2[N:4]=1.